Dataset: Catalyst prediction with 721,799 reactions and 888 catalyst types from USPTO. Task: Predict which catalyst facilitates the given reaction. (1) Reactant: [Li+].CC([N-]C(C)C)C.[Br:9][C:10]1[CH:15]=[C:14]([Si:16]([CH2:21][CH3:22])([CH2:19][CH3:20])[CH2:17][CH3:18])[C:13]([F:23])=[CH:12][N:11]=1.[F:24][CH:25]([F:31])[C:26](OCC)=[O:27]. Product: [Br:9][C:10]1[N:11]=[C:12]([C:26](=[O:27])[CH:25]([F:31])[F:24])[C:13]([F:23])=[C:14]([Si:16]([CH2:21][CH3:22])([CH2:19][CH3:20])[CH2:17][CH3:18])[CH:15]=1. The catalyst class is: 1. (2) Reactant: [NH2:1][C:2]1[CH:11]=[CH:10][C:5]([C:6]([O:8][CH3:9])=[O:7])=[CH:4][CH:3]=1.Cl[C:13]1[CH:18]=[N:17][CH:16]=[CH:15][N:14]=1. Product: [N:14]1[CH:15]=[CH:16][N:17]=[CH:18][C:13]=1[NH:1][C:2]1[CH:3]=[CH:4][C:5]([C:6]([O:8][CH3:9])=[O:7])=[CH:10][CH:11]=1. The catalyst class is: 25. (3) Reactant: [O:1]=[C:2]1[C:10]2([C:22]3[C:13](=[CH:14][C:15]4[O:20][CH2:19][CH2:18][O:17][C:16]=4[CH:21]=3)[O:12][CH2:11]2)[C:9]2[C:4](=[CH:5][CH:6]=[CH:7][CH:8]=2)[N:3]1[CH2:23][C:24]([O:26]CC)=O.O.[NH2:30][NH2:31]. Product: [O:1]=[C:2]1[C:10]2([C:22]3[C:13](=[CH:14][C:15]4[O:20][CH2:19][CH2:18][O:17][C:16]=4[CH:21]=3)[O:12][CH2:11]2)[C:9]2[C:4](=[CH:5][CH:6]=[CH:7][CH:8]=2)[N:3]1[CH2:23][C:24]([NH:30][NH2:31])=[O:26]. The catalyst class is: 8. (4) Reactant: [Cl:1][C:2]1[C:3]([NH:12][CH2:13][CH:14]([OH:23])[CH2:15][CH2:16][C:17]2[CH:22]=[CH:21][CH:20]=[CH:19][CH:18]=2)=[N:4][C:5]2[C:10]([N:11]=1)=[CH:9][CH:8]=[CH:7][CH:6]=2.ClC1C(NCC(=O)CC(C)C)=NC2C(N=1)=CC=CC=2.CS(C)=O.N(C)(C)C. Product: [Cl:1][C:2]1[C:3]([NH:12][CH2:13][C:14](=[O:23])[CH2:15][CH2:16][C:17]2[CH:22]=[CH:21][CH:20]=[CH:19][CH:18]=2)=[N:4][C:5]2[C:10]([N:11]=1)=[CH:9][CH:8]=[CH:7][CH:6]=2. The catalyst class is: 424. (5) Reactant: [NH2:1][C:2]1[C:7]([O:8][CH3:9])=[C:6]([C:10]([O:12]C)=[O:11])[N:5]=[C:4]([C:14]2[CH:15]=[N:16][C:17]([CH:20]3[CH2:22][CH2:21]3)=[CH:18][CH:19]=2)[C:3]=1[F:23].O.O.[OH-].[Li+]. Product: [NH2:1][C:2]1[C:7]([O:8][CH3:9])=[C:6]([C:10]([OH:12])=[O:11])[N:5]=[C:4]([C:14]2[CH:15]=[N:16][C:17]([CH:20]3[CH2:21][CH2:22]3)=[CH:18][CH:19]=2)[C:3]=1[F:23]. The catalyst class is: 36. (6) Reactant: O[CH2:2][C:3](=[CH2:9])[C:4]([O:6][CH2:7][CH3:8])=[O:5].[NH:10]1[CH:14]=[CH:13][CH:12]=[N:11]1.C(=O)([O-])[O-].[K+].[K+]. Product: [N:10]1([CH2:2][C:3](=[CH2:9])[C:4]([O:6][CH2:7][CH3:8])=[O:5])[CH:14]=[CH:13][CH:12]=[N:11]1. The catalyst class is: 10.